This data is from Reaction yield outcomes from USPTO patents with 853,638 reactions. The task is: Predict the reaction yield, written as a fraction of the theoretical maximum amount of product (1.0 means a 100% yield; for example, 0.34 means a 34% yield). (1) The product is [CH3:6][O:7][C:8](=[O:18])[C:9]1[CH:14]=[C:13]([Cl:4])[C:12]([O:15][CH3:16])=[CH:11][C:10]=1[OH:17]. The reactants are S(Cl)([Cl:4])(=O)=O.[CH3:6][O:7][C:8](=[O:18])[C:9]1[CH:14]=[CH:13][C:12]([O:15][CH3:16])=[CH:11][C:10]=1[OH:17].C(O)(=O)C.O. The catalyst is ClCCl. The yield is 0.865. (2) The reactants are [CH3:1][O:2][C:3](=[O:29])[CH2:4][CH:5]1[CH2:8][CH:7]([C:9]2[CH:14]=[CH:13][CH:12]=[C:11]([C:15](=[O:28])[C:16]([C:18]3[CH:23]=[CH:22][C:21]([O:24][CH:25]([F:27])[F:26])=[CH:20][CH:19]=3)=[O:17])[CH:10]=2)[CH2:6]1. The catalyst is CS(C)=O.CC#N.CC#N.Cl[Pd]Cl. The product is [CH3:1][O:2][C:3](=[O:29])[CH:4]=[C:5]1[CH2:8][CH:7]([C:9]2[CH:14]=[CH:13][CH:12]=[C:11]([C:15](=[O:28])[C:16]([C:18]3[CH:19]=[CH:20][C:21]([O:24][CH:25]([F:26])[F:27])=[CH:22][CH:23]=3)=[O:17])[CH:10]=2)[CH2:6]1. The yield is 0.800. (3) The reactants are [Cl:1][C:2]1[CH:3]=[CH:4][C:5]2[N:11]([CH2:12][C:13]([CH3:17])([CH3:16])[CH2:14][OH:15])[C:10](=[O:18])[C@@H:9]([CH2:19][C:20]([NH:22][C:23]3[CH:24]=[C:25]([CH:29]=[CH:30][C:31]=3[F:32])[C:26]([OH:28])=[O:27])=[O:21])[O:8][C@H:7]([C:33]3[CH:38]=[CH:37][CH:36]=[C:35]([O:39][CH3:40])[C:34]=3[O:41][CH3:42])[C:6]=2[CH:43]=1.N1C=CC=CC=1.[C:50](OCC)(=[O:52])[CH3:51].C(Cl)(=O)C. The catalyst is O. The product is [C:50]([O:15][CH2:14][C:13]([CH3:17])([CH3:16])[CH2:12][N:11]1[C:5]2[CH:4]=[CH:3][C:2]([Cl:1])=[CH:43][C:6]=2[C@@H:7]([C:33]2[CH:38]=[CH:37][CH:36]=[C:35]([O:39][CH3:40])[C:34]=2[O:41][CH3:42])[O:8][C@H:9]([CH2:19][C:20]([NH:22][C:23]2[CH:24]=[C:25]([CH:29]=[CH:30][C:31]=2[F:32])[C:26]([OH:28])=[O:27])=[O:21])[C:10]1=[O:18])(=[O:52])[CH3:51]. The yield is 0.800.